From a dataset of Catalyst prediction with 721,799 reactions and 888 catalyst types from USPTO. Predict which catalyst facilitates the given reaction. (1) Reactant: [N+:1]([C:4]1[CH:5]=[C:6]2[C:10](=[CH:11][CH:12]=1)[NH:9][CH2:8][CH2:7]2)([O-:3])=[O:2].[CH:13]([C:15]1[CH:20]=[CH:19][CH:18]=[CH:17][N:16]=1)=[CH2:14].C(O)(=O)C. Product: [N+:1]([C:4]1[CH:5]=[C:6]2[C:10](=[CH:11][CH:12]=1)[N:9]([CH2:14][CH2:13][C:15]1[CH:20]=[CH:19][CH:18]=[CH:17][N:16]=1)[CH2:8][CH2:7]2)([O-:3])=[O:2]. The catalyst class is: 141. (2) Reactant: [Cl:1][C:2]1[CH:10]=[CH:9][C:8]([Cl:11])=[CH:7][C:3]=1[C:4]([OH:6])=[O:5].[N+:12]([O-])([OH:14])=[O:13]. Product: [Cl:1][C:2]1[C:10]([N+:12]([O-:14])=[O:13])=[CH:9][C:8]([Cl:11])=[CH:7][C:3]=1[C:4]([OH:6])=[O:5]. The catalyst class is: 82. (3) Reactant: [F:1][C:2]1([F:9])[CH2:5][CH:4]([C:6]([OH:8])=[O:7])[CH2:3]1.[CH3:10][C:11](O)([CH3:13])[CH3:12].C1(N=C=NC2CCCCC2)CCCCC1.CCCCC. Product: [F:1][C:2]1([F:9])[CH2:5][CH:4]([C:6]([O:8][C:11]([CH3:13])([CH3:12])[CH3:10])=[O:7])[CH2:3]1. The catalyst class is: 172. (4) Product: [I:12][C:10]1[C:5]2[S:4][CH:3]=[C:2]([CH3:1])[C:6]=2[C:7](=[O:11])[NH:8][CH:9]=1. Reactant: [CH3:1][C:2]1[C:6]2[C:7](=[O:11])[NH:8][CH:9]=[CH:10][C:5]=2[S:4][CH:3]=1.[I:12]N1C(=O)CCC1=O. The catalyst class is: 9. (5) Reactant: [NH:1]1[C:5]2=[N:6][CH:7]=[CH:8][CH:9]=[C:4]2[C:3]([C:10](=[O:12])[CH3:11])=[N:2]1.Br[CH2:14][CH2:15][CH2:16][NH:17][C:18](=[O:21])[O:19][CH3:20].C(=O)([O-])[O-].[K+].[K+].C(OCC)(=O)C. Product: [C:10]([C:3]1[C:4]2[C:5](=[N:6][CH:7]=[CH:8][CH:9]=2)[N:1]([CH2:14][CH2:15][CH2:16][NH:17][C:18](=[O:21])[O:19][CH3:20])[N:2]=1)(=[O:12])[CH3:11]. The catalyst class is: 9. (6) Reactant: C1COCC1.C(Cl)Cl.C([O:16][C:17]1[N:22]=[C:21]([N:23]2[CH2:28][CH2:27][CH:26]([N:29]3[CH2:35][CH2:34][C:33]4[CH:36]=[C:37]([O:40][CH3:41])[CH:38]=[CH:39][C:32]=4[NH:31][C:30]3=[O:42])[CH2:25][CH2:24]2)[CH:20]=[C:19]([C:43]([C:45]2[CH:55]=[C:54]([CH3:56])[C:48]3[N:49]([CH3:53])[C:50](=[O:52])[O:51][C:47]=3[CH:46]=2)=[O:44])[CH:18]=1)C1C=CC=CC=1. Product: [CH3:53][N:49]1[C:48]2[C:54]([CH3:56])=[CH:55][C:45]([C:43]([C:19]3[CH:20]=[C:21]([N:23]4[CH2:28][CH2:27][CH:26]([N:29]5[CH2:35][CH2:34][C:33]6[CH:36]=[C:37]([O:40][CH3:41])[CH:38]=[CH:39][C:32]=6[NH:31][C:30]5=[O:42])[CH2:25][CH2:24]4)[NH:22][C:17](=[O:16])[CH:18]=3)=[O:44])=[CH:46][C:47]=2[O:51][C:50]1=[O:52]. The catalyst class is: 43. (7) Reactant: C([N:8]1[CH2:12][CH:11]([C:13]2[CH:18]=[CH:17][CH:16]=[C:15]([Cl:19])[CH:14]=2)[CH:10]([N:20]([CH2:22][C:23]2[CH:28]=[CH:27][C:26]([C:29]([F:32])([F:31])[F:30])=[C:25]([F:33])[CH:24]=2)[CH3:21])[CH2:9]1)C1C=CC=CC=1.ClC(OCC(Cl)(Cl)Cl)=O. Product: [Cl:19][C:15]1[CH:14]=[C:13]([CH:11]2[CH2:12][NH:8][CH2:9][CH:10]2[N:20]([CH2:22][C:23]2[CH:28]=[CH:27][C:26]([C:29]([F:32])([F:30])[F:31])=[C:25]([F:33])[CH:24]=2)[CH3:21])[CH:18]=[CH:17][CH:16]=1. The catalyst class is: 23. (8) Product: [Si:23]([O:1][CH2:2][CH:3]1[CH2:4][CH2:5][CH:6]([C:9]([O:11][CH2:12][CH3:13])=[O:10])[CH2:7][CH2:8]1)([C:20]([CH3:22])([CH3:21])[CH3:19])([CH3:25])[CH3:24]. The catalyst class is: 3. Reactant: [OH:1][CH2:2][CH:3]1[CH2:8][CH2:7][CH:6]([C:9]([O:11][CH2:12][CH3:13])=[O:10])[CH2:5][CH2:4]1.N1C=CN=C1.[CH3:19][C:20]([Si:23](Cl)([CH3:25])[CH3:24])([CH3:22])[CH3:21]. (9) Reactant: C(O)(C(F)(F)F)=O.[F:8][C:9]1[CH:14]=[CH:13][CH:12]=[CH:11][C:10]=1[NH:15][C:16]1[O:20][C:19]([C:21]([NH:23][C:24]2[CH:25]=[CH:26][C:27]([N:30]3[CH2:35][CH2:34][CH:33]([C:36]([O:38]C(C)(C)C)=[O:37])[CH2:32][CH2:31]3)=[N:28][CH:29]=2)=[O:22])=[N:18][N:17]=1.[ClH:43]. Product: [ClH:43].[F:8][C:9]1[CH:14]=[CH:13][CH:12]=[CH:11][C:10]=1[NH:15][C:16]1[O:20][C:19]([C:21]([NH:23][C:24]2[CH:25]=[CH:26][C:27]([N:30]3[CH2:31][CH2:32][CH:33]([C:36]([OH:38])=[O:37])[CH2:34][CH2:35]3)=[N:28][CH:29]=2)=[O:22])=[N:18][N:17]=1. The catalyst class is: 135. (10) Reactant: [OH:1][CH2:2][C:3]1[O:4][C:5]([C:16]2[CH:21]=[CH:20][C:19]([O:22][CH3:23])=[CH:18][CH:17]=2)=[C:6]([C:8]2[CH:13]=[CH:12][C:11]([O:14][CH3:15])=[CH:10][CH:9]=2)[N:7]=1.[CH3:24][O:25][C:26](=[O:37])[CH2:27][O:28][C:29]1[CH:34]=[CH:33][C:32](O)=[CH:31][C:30]=1[CH3:36].C1(P(C2C=CC=CC=2)C2C=CC=CC=2)C=CC=CC=1.N(C(OCC)=O)=NC(OCC)=O. Product: [CH3:24][O:25][C:26](=[O:37])[CH2:27][O:28][C:29]1[CH:34]=[CH:33][C:32]([O:1][CH2:2][C:3]2[O:4][C:5]([C:16]3[CH:17]=[CH:18][C:19]([O:22][CH3:23])=[CH:20][CH:21]=3)=[C:6]([C:8]3[CH:9]=[CH:10][C:11]([O:14][CH3:15])=[CH:12][CH:13]=3)[N:7]=2)=[CH:31][C:30]=1[CH3:36]. The catalyst class is: 2.